From a dataset of Reaction yield outcomes from USPTO patents with 853,638 reactions. Predict the reaction yield, written as a fraction of the theoretical maximum amount of product (1.0 means a 100% yield; for example, 0.34 means a 34% yield). (1) The reactants are [CH3:1][C:2]1[C:24]([C:25]2[C:26]([CH3:52])=[CH:27][C:28]3[C:38]([CH:39]([CH3:41])[CH3:40])=[C:37]([O:42]C(C)=O)[C:36]([O:46]C(C)=O)=[C:35](C=O)[C:29]=3[C:30]=2[O:31]C(C)=O)=[C:23]([O:53]C(C)=O)[C:5]2=[C:6](C=O)[C:7]([O:17]C(C)=O)=[C:8]([O:13]C(C)=O)[C:9]([CH:10]([CH3:12])[CH3:11])=[C:4]2[CH:3]=1.OS(O)(=O)=O. The catalyst is [OH-].[Na+]. The product is [CH3:52][C:26]1[C:25]([C:24]2[C:2]([CH3:1])=[CH:3][C:4]3[C:9]([CH:10]([CH3:11])[CH3:12])=[C:8]([OH:13])[C:7]([OH:17])=[CH:6][C:5]=3[C:23]=2[OH:53])=[C:30]([OH:31])[C:29]2=[CH:35][C:36]([OH:46])=[C:37]([OH:42])[C:38]([CH:39]([CH3:40])[CH3:41])=[C:28]2[CH:27]=1. The yield is 0.950. (2) The yield is 0.450. The reactants are [C:1]([O:5][C:6](=[O:20])[NH:7][CH2:8][CH2:9][CH2:10][CH2:11][CH2:12][NH:13][C:14]([N:16]=[C:17](N)[CH3:18])=[S:15])([CH3:4])([CH3:3])[CH3:2].[CH3:21][C:22]1[CH:31]=[CH:30][CH:29]=[CH:28][C:23]=1[C:24](=[O:27])[CH2:25]Br.CCN(CC)CC. The catalyst is C(O)C. The product is [C:1]([O:5][C:6](=[O:20])[NH:7][CH2:8][CH2:9][CH2:10][CH2:11][CH2:12][NH:13][C:14]1[S:15][C:25]([C:24](=[O:27])[C:23]2[CH:28]=[CH:29][CH:30]=[CH:31][C:22]=2[CH3:21])=[C:17]([CH3:18])[N:16]=1)([CH3:4])([CH3:2])[CH3:3].